Dataset: Full USPTO retrosynthesis dataset with 1.9M reactions from patents (1976-2016). Task: Predict the reactants needed to synthesize the given product. (1) Given the product [O:32]=[S:29]1(=[O:33])[CH2:30][CH2:31][N:26]([C:35]2[CH:36]=[CH:37][C:38]3[C:39]4[N:56]=[C:55]([C:57]5[CH:58]=[N:59][C:60]([CH3:63])=[CH:61][CH:62]=5)[CH:54]=[C:53]([C:64]([O:66][CH3:67])=[O:65])[C:40]=4[NH:41][C:42]=3[CH:43]=2)[CH2:27][CH2:28]1, predict the reactants needed to synthesize it. The reactants are: C1(C2C=CC=CC=2)C=CC=CC=1P(C1CCCCC1)C1CCCCC1.[NH:26]1[CH2:31][CH2:30][S:29](=[O:33])(=[O:32])[CH2:28][CH2:27]1.Cl[C:35]1[CH:36]=[CH:37][C:38]2[C:39]3[N:56]=[C:55]([C:57]4[CH:58]=[N:59][C:60]([CH3:63])=[CH:61][CH:62]=4)[CH:54]=[C:53]([C:64]([O:66][CH3:67])=[O:65])[C:40]=3[N:41](CC3C=CC(OC)=CC=3)[C:42]=2[CH:43]=1.P([O-])([O-])([O-])=O.[K+].[K+].[K+].C1(OC)C=CC=CC=1. (2) Given the product [NH2:9][C:10]1[N:14]([C:15]2[CH:16]=[C:17]([CH:21]=[CH:22][C:23]=2[CH3:24])[C:18]([NH:35][O:7][CH3:8])=[O:20])[N:13]=[CH:12][C:11]=1[C:25](=[O:33])[C:26]1[CH:31]=[CH:30][CH:29]=[C:28]([I:32])[CH:27]=1, predict the reactants needed to synthesize it. The reactants are: COC([O:7][CH3:8])N(C)C.[NH2:9][C:10]1[N:14]([C:15]2[CH:16]=[C:17]([CH:21]=[CH:22][C:23]=2[CH3:24])[C:18]([OH:20])=O)[N:13]=[CH:12][C:11]=1[C:25](=[O:33])[C:26]1[CH:31]=[CH:30][CH:29]=[C:28]([I:32])[CH:27]=1.C[N:35](C=O)C. (3) Given the product [Cl:12][CH2:13][C:14]([NH:1][C:2]1[CH:11]=[CH:10][C:5]2[NH:6][C:7](=[O:9])[NH:8][C:4]=2[CH:3]=1)=[O:15], predict the reactants needed to synthesize it. The reactants are: [NH2:1][C:2]1[CH:11]=[CH:10][C:5]2[NH:6][C:7](=[O:9])[NH:8][C:4]=2[CH:3]=1.[Cl:12][CH2:13][C:14](Cl)=[O:15].